From a dataset of Catalyst prediction with 721,799 reactions and 888 catalyst types from USPTO. Predict which catalyst facilitates the given reaction. (1) Reactant: [NH2:1][C:2]1[C:3]([F:13])=[CH:4][C:5]([F:12])=[C:6]([CH:11]=1)[C:7]([O:9][CH3:10])=[O:8].N1C=CC=CC=1.[CH3:20][S:21](Cl)(=[O:23])=[O:22]. Product: [F:12][C:5]1[CH:4]=[C:3]([F:13])[C:2]([NH:1][S:21]([CH3:20])(=[O:23])=[O:22])=[CH:11][C:6]=1[C:7]([O:9][CH3:10])=[O:8]. The catalyst class is: 2. (2) Reactant: [Cl:1][C:2]1[N:10]=[C:9]2[C:5]([NH:6][CH:7]=[N:8]2)=[C:4](Cl)[N:3]=1.[N+:12]([C:15]1[CH:23]=[C:22]2[C:18]([CH2:19][CH2:20][NH:21]2)=[CH:17][CH:16]=1)([O-:14])=[O:13]. Product: [Cl:1][C:2]1[N:10]=[C:9]2[C:5]([N:6]=[CH:7][N:8]2[N:21]2[C:22]3[C:18](=[CH:17][CH:16]=[C:15]([N+:12]([O-:14])=[O:13])[CH:23]=3)[CH2:19][CH2:20]2)=[CH:4][N:3]=1. The catalyst class is: 51. (3) Reactant: [OH:1][C:2]1[CH:7]=[CH:6][C:5]([CH2:8][CH2:9][C:10]#[N:11])=[CH:4][CH:3]=1.C(=O)([O-])[O-].[K+].[K+].Br[CH:19]([CH3:22])[C:20]#[N:21]. Product: [C:10]([CH2:9][CH2:8][C:5]1[CH:4]=[CH:3][C:2]([O:1][CH:19]([CH3:22])[C:20]#[N:21])=[CH:7][CH:6]=1)#[N:11]. The catalyst class is: 21. (4) Reactant: [CH3:1][O:2][C:3]([C:5]1[CH:10]=[CH:9][C:8](B(O)O)=[CH:7][CH:6]=1)=[O:4].Br[C:15]1[N:20]=[CH:19][CH:18]=[CH:17][N:16]=1.C([O-])([O-])=O.[Na+].[Na+]. Product: [N:16]1[CH:17]=[CH:18][CH:19]=[N:20][C:15]=1[C:8]1[CH:9]=[CH:10][C:5]([C:3]([O:2][CH3:1])=[O:4])=[CH:6][CH:7]=1. The catalyst class is: 189. (5) Reactant: [CH3:1][C:2]([CH3:27])([CH3:26])[C:3]([O:5][CH2:6][N:7]1[CH:11]=[N:10][C:9]([C:12]2[CH:17]=[CH:16][C:15]([C:18]3[CH:23]=[CH:22][CH:21]=[C:20]([CH:24]=O)[CH:19]=3)=[CH:14][CH:13]=2)=[N:8]1)=[O:4].[NH2:28][CH:29]1[CH2:37][C:36]2[C:31](=[CH:32][CH:33]=[CH:34][CH:35]=2)[CH2:30]1.C1COCC1.CO. Product: [CH3:1][C:2]([CH3:27])([CH3:26])[C:3]([O:5][CH2:6][N:7]1[CH:11]=[N:10][C:9]([C:12]2[CH:13]=[CH:14][C:15]([C:18]3[CH:23]=[CH:22][CH:21]=[C:20]([CH2:24][NH:28][CH:29]4[CH2:37][C:36]5[C:31](=[CH:32][CH:33]=[CH:34][CH:35]=5)[CH2:30]4)[CH:19]=3)=[CH:16][CH:17]=2)=[N:8]1)=[O:4]. The catalyst class is: 15. (6) The catalyst class is: 7. Product: [CH2:1]([O:3][C:4]([C:6]1[C:15](=[O:16])[C:14]2[C:9](=[C:10]([O:19][S:33]([C:36]([F:39])([F:38])[F:37])(=[O:35])=[O:34])[C:11]([F:18])=[C:12]([F:17])[CH:13]=2)[N:8]([CH:20]2[CH2:21][CH2:22]2)[CH:7]=1)=[O:5])[CH3:2]. Reactant: [CH2:1]([O:3][C:4]([C:6]1[C:15](=[O:16])[C:14]2[C:9](=[C:10]([OH:19])[C:11]([F:18])=[C:12]([F:17])[CH:13]=2)[N:8]([CH:20]2[CH2:22][CH2:21]2)[CH:7]=1)=[O:5])[CH3:2].C(N(C(C)C)CC)(C)C.[N-]([S:33]([C:36]([F:39])([F:38])[F:37])(=[O:35])=[O:34])[S:33]([C:36]([F:39])([F:38])[F:37])(=[O:35])=[O:34]. (7) Reactant: [Cl:1][C:2]1[CH:3]=[C:4]([C:12]([C@H:14]2[CH2:16][C@@H:15]2[C:17]([OH:19])=[O:18])=[O:13])[CH:5]=[CH:6][C:7]=1[O:8][CH:9]([CH3:11])[CH3:10].[OH-].[Na+:21]. Product: [Cl:1][C:2]1[CH:3]=[C:4]([C:12]([C@H:14]2[CH2:16][C@@H:15]2[C:17]([O-:19])=[O:18])=[O:13])[CH:5]=[CH:6][C:7]=1[O:8][CH:9]([CH3:10])[CH3:11].[Na+:21]. The catalyst class is: 27. (8) Reactant: [CH:1]([O:4][CH2:5][CH2:6][OH:7])([CH3:3])[CH3:2].C(N(CC)CC)C.[C:15]1([CH3:25])[CH:20]=[CH:19][C:18]([S:21](Cl)(=[O:23])=[O:22])=[CH:17][CH:16]=1. The catalyst class is: 2. Product: [CH:1]([O:4][CH2:5][CH2:6][O:7][S:21]([C:18]1[CH:19]=[CH:20][C:15]([CH3:25])=[CH:16][CH:17]=1)(=[O:23])=[O:22])([CH3:3])[CH3:2].